This data is from Full USPTO retrosynthesis dataset with 1.9M reactions from patents (1976-2016). The task is: Predict the reactants needed to synthesize the given product. (1) Given the product [CH3:19][O:1][CH2:2][CH2:3][N:4]([CH3:16])[C:5]1[CH:15]=[CH:14][C:8]([C:9]([O:11][CH2:12][CH3:13])=[O:10])=[CH:7][CH:6]=1, predict the reactants needed to synthesize it. The reactants are: [OH:1][CH2:2][CH2:3][N:4]([CH3:16])[C:5]1[CH:15]=[CH:14][C:8]([C:9]([O:11][CH2:12][CH3:13])=[O:10])=[CH:7][CH:6]=1.[H-].[Na+].[CH3:19]I.O. (2) Given the product [CH2:8]([O:10][CH:11]1[CH2:16][CH2:15][N:14]([C:23]2[CH:30]=[CH:29][C:26]([C:27]#[N:28])=[CH:25][CH:24]=2)[CH2:13][CH2:12]1)[CH3:9], predict the reactants needed to synthesize it. The reactants are: FC(F)(F)C(O)=O.[CH2:8]([O:10][CH:11]1[CH2:16][CH2:15][NH:14][CH2:13][CH2:12]1)[CH3:9].C(=O)(O)[O-].[K+].F[C:23]1[CH:30]=[CH:29][C:26]([C:27]#[N:28])=[CH:25][CH:24]=1.O. (3) Given the product [Br:1][C:2]1[CH:3]=[CH:4][C:5]([CH2:8][CH2:9][OH:10])=[N:6][CH:7]=1, predict the reactants needed to synthesize it. The reactants are: [Br:1][C:2]1[CH:3]=[CH:4][C:5]([CH2:8][C:9](O)=[O:10])=[N:6][CH:7]=1. (4) Given the product [CH3:30][NH:31][CH2:2][CH2:3][N:4]1[CH:8]=[C:7]([CH2:9][O:10][C:11]2[C:20]3[C:15](=[CH:16][CH:17]=[CH:18][CH:19]=3)[C:14]3=[N:21][N:22]=[C:23]([C:24]4[CH:28]=[C:27]([CH3:29])[O:26][N:25]=4)[N:13]3[N:12]=2)[N:6]=[N:5]1, predict the reactants needed to synthesize it. The reactants are: Br[CH2:2][CH2:3][N:4]1[CH:8]=[C:7]([CH2:9][O:10][C:11]2[C:20]3[C:15](=[CH:16][CH:17]=[CH:18][CH:19]=3)[C:14]3=[N:21][N:22]=[C:23]([C:24]4[CH:28]=[C:27]([CH3:29])[O:26][N:25]=4)[N:13]3[N:12]=2)[N:6]=[N:5]1.[CH3:30][NH2:31].